From a dataset of Forward reaction prediction with 1.9M reactions from USPTO patents (1976-2016). Predict the product of the given reaction. (1) Given the reactants [Cl:1][C:2]1[CH:3]=[C:4]([C:8]2[CH:16]=[CH:15][CH:14]=[C:13]3[C:9]=2[CH2:10][C:11](=[O:17])[NH:12]3)[CH:5]=[CH:6][CH:7]=1.[CH2:18]([N:20]([CH2:34][CH3:35])[CH2:21][CH2:22][NH:23][C:24]([C:26]1[C:30]([CH3:31])=[C:29]([CH:32]=O)[NH:28][CH:27]=1)=[O:25])[CH3:19], predict the reaction product. The product is: [CH2:34]([N:20]([CH2:18][CH3:19])[CH2:21][CH2:22][NH:23][C:24]([C:26]1[C:30]([CH3:31])=[C:29]([CH:32]=[C:10]2[C:9]3[C:13](=[CH:14][CH:15]=[CH:16][C:8]=3[C:4]3[CH:5]=[CH:6][CH:7]=[C:2]([Cl:1])[CH:3]=3)[NH:12][C:11]2=[O:17])[NH:28][CH:27]=1)=[O:25])[CH3:35]. (2) Given the reactants Cl.Cl.[NH2:3][C@@H:4]1[CH:9]2[CH2:10][CH2:11][N:6]([CH2:7][CH2:8]2)[CH2:5]1.[H-].[Na+].[CH:14]([C:16]1[C:24]2[C:23]([C:25]([O:27][CH3:28])=[O:26])=[CH:22][CH:21]=[CH:20][C:19]=2[NH:18][N:17]=1)=O.C(O[BH-](OC(=O)C)OC(=O)C)(=O)C.[Na+], predict the reaction product. The product is: [N:6]12[CH2:11][CH2:10][CH:9]([CH2:8][CH2:7]1)[C@@H:4]([NH:3][CH2:14][C:16]1[C:24]3[C:23]([C:25]([O:27][CH3:28])=[O:26])=[CH:22][CH:21]=[CH:20][C:19]=3[NH:18][N:17]=1)[CH2:5]2. (3) Given the reactants [F:1][C:2]([F:13])([F:12])[C:3]1[CH:11]=[CH:10][C:6]([C:7](Cl)=[O:8])=[CH:5][CH:4]=1.[NH:14]1[CH2:24][CH2:23][CH:17]([C:18]([O:20][CH2:21][CH3:22])=[O:19])[CH2:16][CH2:15]1.C(N(CC)CC)C, predict the reaction product. The product is: [F:1][C:2]([F:13])([F:12])[C:3]1[CH:11]=[CH:10][C:6]([C:7]([N:14]2[CH2:24][CH2:23][CH:17]([C:18]([O:20][CH2:21][CH3:22])=[O:19])[CH2:16][CH2:15]2)=[O:8])=[CH:5][CH:4]=1. (4) Given the reactants [CH:1]1([NH2:6])[CH2:5][CH2:4][CH2:3][CH2:2]1.[Cl:7][C:8]1[CH:13]=[CH:12][CH:11]=[CH:10][C:9]=1[CH2:14][N:15]1[C:20](=[O:21])[C:19]([C:22]([NH:24][CH2:25][C:26]([O:28]CC)=[O:27])=[O:23])=[C:18]([OH:31])[C:17]([C:32](OC)=[O:33])=[C:16]1[OH:36], predict the reaction product. The product is: [Cl:7][C:8]1[CH:13]=[CH:12][CH:11]=[CH:10][C:9]=1[CH2:14][N:15]1[C:16]([OH:36])=[C:17]([C:32]([NH:6][CH:1]2[CH2:5][CH2:4][CH2:3][CH2:2]2)=[O:33])[C:18]([OH:31])=[C:19]([C:22]([NH:24][CH2:25][C:26]([OH:28])=[O:27])=[O:23])[C:20]1=[O:21].